Dataset: Reaction yield outcomes from USPTO patents with 853,638 reactions. Task: Predict the reaction yield, written as a fraction of the theoretical maximum amount of product (1.0 means a 100% yield; for example, 0.34 means a 34% yield). (1) The reactants are [CH2:1]([O:3][C:4]([C:6]1[C:7]([C:12]2[CH:17]=[C:16]([F:18])[CH:15]=[CH:14][C:13]=2[F:19])=[N:8][O:9][C:10]=1[CH3:11])=O)[CH3:2].C(O[C:23]([C:25]1[C:26](C2C=CC=CC=2F)=[N:27][O:28][C:29]=1C)=O)C. No catalyst specified. The product is [F:19][C:13]1[CH:14]=[CH:15][C:16]([F:18])=[CH:17][C:12]=1[C:7]1[C:6]([CH2:4][O:3][C:1]2[CH:2]=[CH:23][C:25]([C:29]([NH:8][CH:7]([CH3:12])[CH3:6])=[O:28])=[CH:26][N:27]=2)=[C:10]([CH3:11])[O:9][N:8]=1. The yield is 0.210. (2) The reactants are [Cl-].O[NH3+:3].[C:4](=[O:7])([O-])[OH:5].[Na+].CS(C)=O.[CH2:13]([N:20]1[CH2:25][CH2:24][O:23][CH:22]([CH2:26][N:27]2[C:32](=[O:33])[C:31]([CH2:34][C:35]3[CH:40]=[CH:39][C:38]([C:41]4[C:42]([C:47]#[N:48])=[CH:43][CH:44]=[CH:45][CH:46]=4)=[CH:37][CH:36]=3)=[C:30]([CH2:49][CH2:50][CH2:51][CH3:52])[N:29]=[C:28]2[CH3:53])[CH2:21]1)[C:14]1[CH:19]=[CH:18][CH:17]=[CH:16][CH:15]=1. The catalyst is C(OCC)(=O)C. The product is [CH2:13]([N:20]1[CH2:25][CH2:24][O:23][CH:22]([CH2:26][N:27]2[C:32](=[O:33])[C:31]([CH2:34][C:35]3[CH:36]=[CH:37][C:38]([C:41]4[CH:46]=[CH:45][CH:44]=[CH:43][C:42]=4[C:47]4[NH:3][C:4](=[O:7])[O:5][N:48]=4)=[CH:39][CH:40]=3)=[C:30]([CH2:49][CH2:50][CH2:51][CH3:52])[N:29]=[C:28]2[CH3:53])[CH2:21]1)[C:14]1[CH:19]=[CH:18][CH:17]=[CH:16][CH:15]=1. The yield is 0.150. (3) The reactants are [C:1]1(=[C:8]([C:25]2[CH:30]=[CH:29][C:28]([OH:31])=[CH:27][CH:26]=2)[C:9]2[CH:14]=[CH:13][C:12](/[CH:15]=[CH:16]/[P:17](=[O:24])([O:21]CC)[O:18][CH2:19][CH3:20])=[CH:11][CH:10]=2)[CH2:7][CH2:6][CH2:5][CH2:4][CH2:3][CH2:2]1.[OH-].[Na+]. The catalyst is CCO. The product is [C:1]1(=[C:8]([C:25]2[CH:30]=[CH:29][C:28]([OH:31])=[CH:27][CH:26]=2)[C:9]2[CH:14]=[CH:13][C:12](/[CH:15]=[CH:16]/[P:17](=[O:21])([OH:24])[O:18][CH2:19][CH3:20])=[CH:11][CH:10]=2)[CH2:7][CH2:6][CH2:5][CH2:4][CH2:3][CH2:2]1. The yield is 0.860. (4) The reactants are [NH2:1][C:2]1[CH:3]=[C:4]([CH:21]=[CH:22][CH:23]=1)[O:5][C:6]1[CH:7]=[CH:8][C:9]2[N:10]([CH:12]=[C:13]([NH:15][C:16]([CH:18]3[CH2:20][CH2:19]3)=[O:17])[N:14]=2)[N:11]=1.[S:24]1[CH:28]=[CH:27][N:26]=[C:25]1[C:29](Cl)=[O:30]. The catalyst is CN1CCCC1=O. The product is [CH:18]1([C:16]([NH:15][C:13]2[N:14]=[C:9]3[CH:8]=[CH:7][C:6]([O:5][C:4]4[CH:3]=[C:2]([NH:1][C:29]([C:25]5[S:24][CH:28]=[CH:27][N:26]=5)=[O:30])[CH:23]=[CH:22][CH:21]=4)=[N:11][N:10]3[CH:12]=2)=[O:17])[CH2:20][CH2:19]1. The yield is 0.650.